From a dataset of Full USPTO retrosynthesis dataset with 1.9M reactions from patents (1976-2016). Predict the reactants needed to synthesize the given product. (1) Given the product [N+:21]([C:18]1[CH:17]=[CH:16][C:15]([CH:11]2[CH2:10][C:9](=[O:24])[NH:8][C:13](=[O:14])[CH2:12]2)=[CH:20][CH:19]=1)([O-:23])=[O:22], predict the reactants needed to synthesize it. The reactants are: COC1C=CC(C[N:8]2[C:13](=[O:14])[CH2:12][CH:11]([C:15]3[CH:20]=[CH:19][C:18]([N+:21]([O-:23])=[O:22])=[CH:17][CH:16]=3)[CH2:10][C:9]2=[O:24])=CC=1. (2) Given the product [O:28]=[C:19]1[N:18]([CH2:29][CH2:30][CH3:31])[C:17]2[N:16]=[C:15]([CH:10]3[CH2:11][CH:12]4[CH:7]([NH:6][CH2:5][C:4]([OH:32])=[O:3])[CH:8]([CH2:14][CH2:13]4)[CH2:9]3)[NH:23][C:22]=2[C:21](=[O:24])[N:20]1[CH2:25][CH2:26][CH3:27], predict the reactants needed to synthesize it. The reactants are: C([O:3][C:4](=[O:32])[CH2:5][NH:6][CH:7]1[CH:12]2[CH2:13][CH2:14][CH:8]1[CH2:9][CH:10]([C:15]1[NH:23][C:22]3[C:21](=[O:24])[N:20]([CH2:25][CH2:26][CH3:27])[C:19](=[O:28])[N:18]([CH2:29][CH2:30][CH3:31])[C:17]=3[N:16]=1)[CH2:11]2)C.[OH-].[K+]. (3) Given the product [NH2:1][C:2]1[N:6]([CH:7]2[CH2:12][CH2:11][CH2:10][N:9]([C:13]#[N:14])[CH2:8]2)[N:5]=[C:4]([C:15]2[CH:20]=[CH:19][C:18]([CH2:21][C:22]3[CH:23]=[CH:24][CH:25]=[C:26]([F:32])[CH:27]=3)=[CH:17][CH:16]=2)[C:3]=1[C:28]([NH2:30])=[O:29], predict the reactants needed to synthesize it. The reactants are: [NH2:1][C:2]1[N:6]([CH:7]2[CH2:12][CH2:11][CH2:10][N:9]([C:13]#[N:14])[CH2:8]2)[N:5]=[C:4]([C:15]2[CH:20]=[CH:19][C:18]([CH2:21][C:22]3[CH:27]=[CH:26][CH:25]=[CH:24][CH:23]=3)=[CH:17][CH:16]=2)[C:3]=1[C:28]([NH2:30])=[O:29].[Cl-].[F:32]C1C=C(C=CC=1)C[Zn+]. (4) Given the product [CH3:15][O:14][CH:9]([CH2:10][CH2:11][CH:12]=[CH2:13])[CH2:8][CH:7]=[N:25][OH:26], predict the reactants needed to synthesize it. The reactants are: C(O)=O.C(O[CH:7](OCC)[CH2:8][CH:9]([O:14][CH3:15])[CH2:10][CH2:11][CH:12]=[CH2:13])C.C([O-])(=O)C.[Na+].Cl.[NH2:25][OH:26]. (5) The reactants are: [BH4-].[Na+].[Br:3][C:4]1[CH:5]=[C:6]([Cl:14])[C:7]([C:10](OC)=[O:11])=[N:8][CH:9]=1. Given the product [Br:3][C:4]1[CH:5]=[C:6]([Cl:14])[C:7]([CH2:10][OH:11])=[N:8][CH:9]=1, predict the reactants needed to synthesize it. (6) Given the product [N:33]1([C:32]2[C:27]3[N:26]=[N:25][N:24]([CH:22]4[CH2:23][N:20]([C:18]([O:17][C:13]([CH3:16])([CH3:14])[CH3:15])=[O:19])[CH2:21]4)[C:28]=3[N:29]=[C:30]([C:39]3[CH:40]=[CH:41][C:42]([NH:45][C:5](=[O:11])[NH:55][C:52]4[CH:47]=[CH:48][N:49]=[CH:50][CH:51]=4)=[CH:43][CH:44]=3)[N:31]=2)[CH2:34][CH2:35][O:36][CH2:37][CH2:38]1, predict the reactants needed to synthesize it. The reactants are: ClC(Cl)(O[C:5](=[O:11])OC(Cl)(Cl)Cl)Cl.[C:13]([O:17][C:18]([N:20]1[CH2:23][CH:22]([N:24]2[C:28]3[N:29]=[C:30]([C:39]4[CH:44]=[CH:43][C:42]([NH2:45])=[CH:41][CH:40]=4)[N:31]=[C:32]([N:33]4[CH2:38][CH2:37][O:36][CH2:35][CH2:34]4)[C:27]=3[N:26]=[N:25]2)[CH2:21]1)=[O:19])([CH3:16])([CH3:15])[CH3:14].N[C:47]1[CH:48]=[N:49][CH:50]=[CH:51][CH:52]=1.CC[N:55](CC)CC. (7) Given the product [C:39]([C:36]1[CH:37]=[C:38]2[C:33](=[CH:34][CH:35]=1)[N:32]([CH2:41][CH3:42])[CH:31]=[C:30]2[CH:27]1[CH2:28][CH2:29][C:24](=[O:23])[CH2:25][CH2:26]1)#[N:40], predict the reactants needed to synthesize it. The reactants are: C(C1C=C2C(=CC=1)N(C)C=C2C1CCC(=O)CC1)#N.O1[C:24]2([CH2:29][CH2:28][CH:27]([C:30]3[C:38]4[C:33](=[CH:34][CH:35]=[C:36]([C:39]#[N:40])[CH:37]=4)[N:32]([CH2:41][CH3:42])[CH:31]=3)[CH2:26][CH2:25]2)[O:23]CC1. (8) Given the product [O:20]1[CH2:21][CH2:22][O:23][CH2:24][CH:19]1[C:18]1[C:12]2[S:11][C:10]([NH:9][C:8]([N:32]3[CH2:33][CH2:34][C:29]([OH:35])([CH3:28])[CH2:30][CH2:31]3)=[O:27])=[N:14][C:13]=2[C:15]([O:25][CH3:26])=[CH:16][CH:17]=1, predict the reactants needed to synthesize it. The reactants are: C1(O[C:8](=[O:27])[NH:9][C:10]2[S:11][C:12]3[C:18]([CH:19]4[CH2:24][O:23][CH2:22][CH2:21][O:20]4)=[CH:17][CH:16]=[C:15]([O:25][CH3:26])[C:13]=3[N:14]=2)C=CC=CC=1.[CH3:28][C:29]1([OH:35])[CH2:34][CH2:33][NH:32][CH2:31][CH2:30]1.N1C=CC=CC=1.